The task is: Predict the reactants needed to synthesize the given product.. This data is from Full USPTO retrosynthesis dataset with 1.9M reactions from patents (1976-2016). (1) Given the product [F:18][C:19]1[CH:24]=[CH:23][CH:22]=[CH:21][C:20]=1[O:25][C:2]1[C:11]2[C:6](=[CH:7][CH:8]=[CH:9][CH:10]=2)[CH:5]=[C:4]([NH:12][C:13]2[CH:17]=[CH:16][NH:15][N:14]=2)[N:3]=1, predict the reactants needed to synthesize it. The reactants are: Cl[C:2]1[C:11]2[C:6](=[CH:7][CH:8]=[CH:9][CH:10]=2)[CH:5]=[C:4]([NH:12][C:13]2[CH:17]=[CH:16][NH:15][N:14]=2)[N:3]=1.[F:18][C:19]1[CH:24]=[CH:23][CH:22]=[CH:21][C:20]=1[OH:25]. (2) Given the product [CH3:12][O:6][C:5](=[O:7])[C:4]1[CH:8]=[CH:9][C:10]([CH3:11])=[C:2]([OH:1])[CH:3]=1, predict the reactants needed to synthesize it. The reactants are: [OH:1][C:2]1[CH:3]=[C:4]([CH:8]=[CH:9][C:10]=1[CH3:11])[C:5]([OH:7])=[O:6].[C:12](=O)(O)[O-].[Na+]. (3) Given the product [F:33][C:22]1[C:21]([CH:16]([CH2:17][OH:18])[CH2:15][N:12]2[CH2:13][CH2:14][C@H:10]([CH2:9][NH:8][C:6](=[O:7])[O:5][C:2]([CH3:1])([CH3:3])[CH3:4])[CH2:11]2)=[C:30]2[C:25]([CH:26]=[CH:27][C:28]([O:31][CH3:32])=[N:29]2)=[CH:24][CH:23]=1, predict the reactants needed to synthesize it. The reactants are: [CH3:1][C:2]([O:5][C:6]([NH:8][CH2:9][C@H:10]1[CH2:14][CH2:13][N:12]([CH2:15][CH:16]([C:21]2[C:22]([F:33])=[CH:23][CH:24]=[C:25]3[C:30]=2[N:29]=[C:28]([O:31][CH3:32])[CH:27]=[CH:26]3)[C:17](OC)=[O:18])[CH2:11]1)=[O:7])([CH3:4])[CH3:3].[H-].[Al+3].[Li+].[H-].[H-].[H-].O.[OH-].[Na+]. (4) Given the product [CH:12]([N:11]1[C:3]2[CH:4]=[C:5]([C:6]([OH:8])=[O:7])[CH:9]=[CH:10][C:2]=2[N:1]=[N:15]1)([CH3:14])[CH3:13], predict the reactants needed to synthesize it. The reactants are: [NH2:1][C:2]1[CH:10]=[CH:9][C:5]([C:6]([OH:8])=[O:7])=[CH:4][C:3]=1[NH:11][CH:12]([CH3:14])[CH3:13].[N:15]([O-])=O.[Na+]. (5) The reactants are: C([O:8][C:9]1[C:14](=[O:15])[N:13]2[CH:16]=[C:17]([CH3:20])[CH:18]=[CH:19][C:12]2=[N:11][C:10]=1[C:21]1[O:22][C:23]([C:26]2[CH:27]=[C:28]([CH3:32])[CH:29]=[CH:30][CH:31]=2)=[N:24][N:25]=1)C1C=CC=CC=1.C[Si](I)(C)C.N#N.CO. Given the product [OH:8][C:9]1[C:14](=[O:15])[N:13]2[CH:16]=[C:17]([CH3:20])[CH:18]=[CH:19][C:12]2=[N:11][C:10]=1[C:21]1[O:22][C:23]([C:26]2[CH:27]=[C:28]([CH3:32])[CH:29]=[CH:30][CH:31]=2)=[N:24][N:25]=1, predict the reactants needed to synthesize it.